This data is from Full USPTO retrosynthesis dataset with 1.9M reactions from patents (1976-2016). The task is: Predict the reactants needed to synthesize the given product. (1) Given the product [C:8]([C:3]1([CH3:2])[CH2:4][CH2:5][CH2:6][NH:12]1)#[N:9].[CH3:6][C:5]1[CH2:4][CH2:3][CH2:2][N:9]=1, predict the reactants needed to synthesize it. The reactants are: Cl[CH2:2][CH2:3][CH2:4][C:5](=O)[CH3:6].[C-:8]#[N:9].[Na+].[Cl-].[NH4+:12].N.[OH-].[Na+]. (2) Given the product [Cl:1][C:2]1[N:7]=[N:6][C:5]([N:19]2[CH2:18][CH2:17][N:16]([C:20]([C:22]3[CH:23]=[CH:24][CH:25]=[CH:26][CH:27]=3)=[O:21])[CH2:15][C@H:14]2[CH3:13])=[C:4]2[N:9]=[CH:10][CH:11]=[CH:12][C:3]=12, predict the reactants needed to synthesize it. The reactants are: [Cl:1][C:2]1[N:7]=[N:6][C:5](Cl)=[C:4]2[N:9]=[CH:10][CH:11]=[CH:12][C:3]=12.[CH3:13][C@H:14]1[NH:19][CH2:18][CH2:17][N:16]([C:20]([C:22]2[CH:27]=[CH:26][CH:25]=[CH:24][CH:23]=2)=[O:21])[CH2:15]1. (3) Given the product [CH2:26]([O:25][C:16]1[C:15]2[C:20](=[CH:21][CH:22]=[C:13]([CH:8]=[O:10])[CH:14]=2)[N:19]=[C:18]([NH:23][CH3:24])[N:17]=1)[CH3:27], predict the reactants needed to synthesize it. The reactants are: C(#N)C.CS(C)=O.[CH:8]([O-:10])=O.[Na+].Br[C:13]1[CH:14]=[C:15]2[C:20](=[CH:21][CH:22]=1)[N:19]=[C:18]([NH:23][CH3:24])[N:17]=[C:16]2[O:25][CH2:26][CH3:27]. (4) The reactants are: [CH:1]12[CH2:7][CH:4]([CH2:5][CH2:6]1)[C:3](=O)[C:2]2=O.COP([CH2:16][C:17]([C:19]1[CH:24]=[C:23]([Cl:25])[CH:22]=[CH:21][C:20]=1[C:26]([F:29])([F:28])[F:27])=O)(=O)OC.O.[NH2:31][NH2:32]. Given the product [Cl:25][C:23]1[CH:22]=[CH:21][C:20]([C:26]([F:29])([F:28])[F:27])=[C:19]([C:17]2[N:31]=[N:32][C:2]3[CH:1]4[CH2:7][CH:4]([C:3]=3[CH:16]=2)[CH2:5][CH2:6]4)[CH:24]=1, predict the reactants needed to synthesize it. (5) Given the product [CH2:24]([N:13]1[C:12]([CH2:11][S:10][C:7]2[CH:8]=[CH:9][C:4]([N+:1]([O-:3])=[O:2])=[CH:5][CH:6]=2)=[N:16][N:15]=[N:14]1)[CH3:25].[CH2:24]([N:14]1[N:15]=[N:16][C:12]([CH2:11][S:10][C:7]2[CH:8]=[CH:9][C:4]([N+:1]([O-:3])=[O:2])=[CH:5][CH:6]=2)=[N:13]1)[CH3:25], predict the reactants needed to synthesize it. The reactants are: [N+:1]([C:4]1[CH:9]=[CH:8][C:7]([S:10][CH2:11][C:12]2[NH:16][N:15]=[N:14][N:13]=2)=[CH:6][CH:5]=1)([O-:3])=[O:2].C(=O)([O-])[O-].[K+].[K+].I[CH2:24][CH3:25]. (6) Given the product [CH3:1][NH:2][C:3]1[C:12]2[C:7](=[CH:8][CH:9]=[C:10]([CH2:13][NH:14][C:26](=[O:27])[O:25][C:22]([CH3:24])([CH3:23])[CH3:21])[CH:11]=2)[N:6]=[C:5]([C:15]2[CH:16]=[N:17][CH:18]=[CH:19][CH:20]=2)[N:4]=1, predict the reactants needed to synthesize it. The reactants are: [CH3:1][NH:2][C:3]1[C:12]2[C:7](=[CH:8][CH:9]=[C:10]([C:13]#[N:14])[CH:11]=2)[N:6]=[C:5]([C:15]2[CH:16]=[N:17][CH:18]=[CH:19][CH:20]=2)[N:4]=1.[CH3:21][C:22]([O:25][C:26](O[C:26]([O:25][C:22]([CH3:24])([CH3:23])[CH3:21])=[O:27])=[O:27])([CH3:24])[CH3:23].[BH4-].[Na+]. (7) Given the product [CH3:1][O:2][C:3]([C:5]1[S:9][C:8]2[CH:10]=[C:11]([C:29]3[CH:30]=[CH:31][C:26]([O:25][CH3:24])=[CH:27][CH:28]=3)[CH:12]=[CH:13][C:7]=2[C:6]=1[O:15][CH2:16][C:17]([O:19][C:20]([CH3:23])([CH3:22])[CH3:21])=[O:18])=[O:4], predict the reactants needed to synthesize it. The reactants are: [CH3:1][O:2][C:3]([C:5]1[S:9][C:8]2[CH:10]=[C:11](Cl)[CH:12]=[CH:13][C:7]=2[C:6]=1[O:15][CH2:16][C:17]([O:19][C:20]([CH3:23])([CH3:22])[CH3:21])=[O:18])=[O:4].[CH3:24][O:25][C:26]1[CH:31]=[CH:30][C:29](B(O)O)=[CH:28][CH:27]=1.[F-].[K+]. (8) Given the product [F:19][C:20]1[CH:21]=[C:22]([C:11]2[CH:12]=[CH:13][CH:14]=[CH:15][C:10]=2[NH:9][C:8](=[O:18])[O:7][CH2:4][C@H:5]2[CH2:29][CH2:3][N:2]([CH3:1])[CH2:6]2)[CH:23]=[CH:24][CH:25]=1, predict the reactants needed to synthesize it. The reactants are: [CH3:1][N:2]1[CH2:6][CH2:5][C@H:4]([O:7][C:8](=[O:18])[N:9](C)[C:10]2[CH:15]=[CH:14][CH:13]=[CH:12][C:11]=2Br)[CH2:3]1.[F:19][C:20]1[CH:21]=[C:22](B(O)O)[CH:23]=[CH:24][CH:25]=1.[C:29](=O)([O-])[O-].[K+].[K+]. (9) Given the product [CH3:1][C:2]1[N:3]([CH2:30][C:31]2[CH:36]=[CH:35][C:34]([S:37]([CH3:40])(=[O:39])=[O:38])=[CH:33][CH:32]=2)[C:4](=[O:26])[C:5]([CH2:11][C:12]2[CH:17]=[CH:16][C:15]([C:18]3[CH:23]=[CH:22][CH:21]=[CH:20][C:19]=3[C:24]3[NH:43][C:44](=[O:47])[O:45][N:25]=3)=[CH:14][CH:13]=2)=[C:6]([CH2:8][CH2:9][CH3:10])[N:7]=1, predict the reactants needed to synthesize it. The reactants are: [CH3:1][C:2]1[NH:3][C:4](=[O:26])[C:5]([CH2:11][C:12]2[CH:17]=[CH:16][C:15]([C:18]3[C:19]([C:24]#[N:25])=[CH:20][CH:21]=[CH:22][CH:23]=3)=[CH:14][CH:13]=2)=[C:6]([CH2:8][CH2:9][CH3:10])[N:7]=1.[H-].[Na+].Br[CH2:30][C:31]1[CH:36]=[CH:35][C:34]([S:37]([CH3:40])(=[O:39])=[O:38])=[CH:33][CH:32]=1.[Cl-].O[NH3+:43].[C:44](=[O:47])([O-])[OH:45].[Na+].